Dataset: Reaction yield outcomes from USPTO patents with 853,638 reactions. Task: Predict the reaction yield, written as a fraction of the theoretical maximum amount of product (1.0 means a 100% yield; for example, 0.34 means a 34% yield). (1) The reactants are C([O-])([O-])=O.[Na+].[Na+].[CH3:7][O:8][C:9]([C:11]1[S:12][C:13](Br)=[CH:14][CH:15]=1)=[O:10].[C:17]1(B(O)O)[CH:22]=[CH:21][CH:20]=[CH:19][CH:18]=1. The catalyst is COCCOC.O.C1C=CC([P]([Pd]([P](C2C=CC=CC=2)(C2C=CC=CC=2)C2C=CC=CC=2)([P](C2C=CC=CC=2)(C2C=CC=CC=2)C2C=CC=CC=2)[P](C2C=CC=CC=2)(C2C=CC=CC=2)C2C=CC=CC=2)(C2C=CC=CC=2)C2C=CC=CC=2)=CC=1. The product is [CH3:7][O:8][C:9]([C:11]1[S:12][C:13]([C:17]2[CH:22]=[CH:21][CH:20]=[CH:19][CH:18]=2)=[CH:14][CH:15]=1)=[O:10]. The yield is 0.920. (2) The reactants are [C:1]([C:5]1[CH:10]=[CH:9][CH:8]=[CH:7][C:6]=1[N:11]1[CH2:16][CH2:15][N:14]([C:17](=[O:30])[C:18]([N:20]2[CH2:25][CH2:24][CH:23]([C:26]([O:28]C)=[O:27])[CH2:22][CH2:21]2)=[O:19])[CH2:13][CH2:12]1)([CH3:4])([CH3:3])[CH3:2].[OH-].[Li+].Cl. The catalyst is C1COCC1. The product is [C:1]([C:5]1[CH:10]=[CH:9][CH:8]=[CH:7][C:6]=1[N:11]1[CH2:16][CH2:15][N:14]([C:17](=[O:30])[C:18]([N:20]2[CH2:25][CH2:24][CH:23]([C:26]([OH:28])=[O:27])[CH2:22][CH2:21]2)=[O:19])[CH2:13][CH2:12]1)([CH3:4])([CH3:2])[CH3:3]. The yield is 0.960. (3) The reactants are Cl.[NH2:2][C@H:3]1[CH2:10][CH2:9][CH2:8][NH:7][C:5](=[O:6])[CH2:4]1.C([O-])([O-])=O.[Na+].[Na+].[CH2:17]([S:31](Cl)(=[O:33])=[O:32])[CH2:18][CH2:19][CH2:20][CH2:21][CH2:22][CH2:23][CH2:24][CH2:25][CH2:26][CH2:27][CH2:28][CH2:29][CH3:30]. The catalyst is O.ClCCl. The product is [CH2:17]([S:31]([NH:2][C@H:3]1[CH2:10][CH2:9][CH2:8][NH:7][C:5](=[O:6])[CH2:4]1)(=[O:33])=[O:32])[CH2:18][CH2:19][CH2:20][CH2:21][CH2:22][CH2:23][CH2:24][CH2:25][CH2:26][CH2:27][CH2:28][CH2:29][CH3:30]. The yield is 0.480. (4) The reactants are [Br:1][C:2]1[CH:7]=[CH:6][C:5]([S:8](Cl)(=[O:10])=[O:9])=[CH:4][CH:3]=1.Cl.[F:13][C:14]1([F:18])[CH2:17][NH:16][CH2:15]1.C(N(CC)CC)C.Cl. The catalyst is C(Cl)Cl. The product is [Br:1][C:2]1[CH:7]=[CH:6][C:5]([S:8]([N:16]2[CH2:17][C:14]([F:18])([F:13])[CH2:15]2)(=[O:10])=[O:9])=[CH:4][CH:3]=1. The yield is 0.980. (5) The reactants are [Cl:1][C:2]1[CH:3]=[C:4]([C:8]2[N:12]=[C:11]([CH2:13][S:14][C:15]3[N:19]([CH3:20])[CH:18]=[N:17][N:16]=3)[O:10][N:9]=2)[CH:5]=[CH:6][CH:7]=1.[Br:21]Br. The catalyst is C(Cl)(Cl)Cl. The product is [Br:21][C:18]1[N:19]([CH3:20])[C:15]([S:14][CH2:13][C:11]2[O:10][N:9]=[C:8]([C:4]3[CH:5]=[CH:6][CH:7]=[C:2]([Cl:1])[CH:3]=3)[N:12]=2)=[N:16][N:17]=1. The yield is 0.575. (6) The reactants are [O:1]=[C:2]1[CH:7]=[CH:6][CH:5]=[CH:4][N:3]1[CH2:8][C:9]1[CH:27]=[CH:26][C:12]([CH2:13][N:14]2[CH:18]=[C:17]([C:19]([OH:21])=O)[C:16]([C:22]([F:25])([F:24])[F:23])=[N:15]2)=[CH:11][CH:10]=1.Cl.[CH3:29][C:30]1[C:35]([CH2:36][NH2:37])=[C:34]([CH3:38])[N:33]=[C:32]2[NH:39][CH:40]=[CH:41][C:31]=12.C1C=CC2N(O)N=NC=2C=1.C(N(CC)CC)C.CCN=C=NCCCN(C)C.Cl. The catalyst is C(Cl)Cl.CN(C=O)C.C(Cl)(Cl)Cl. The product is [CH3:29][C:30]1[C:35]([CH2:36][NH:37][C:19]([C:17]2[C:16]([C:22]([F:23])([F:24])[F:25])=[N:15][N:14]([CH2:13][C:12]3[CH:26]=[CH:27][C:9]([CH2:8][N:3]4[CH:4]=[CH:5][CH:6]=[CH:7][C:2]4=[O:1])=[CH:10][CH:11]=3)[CH:18]=2)=[O:21])=[C:34]([CH3:38])[N:33]=[C:32]2[NH:39][CH:40]=[CH:41][C:31]=12. The yield is 0.510. (7) The reactants are C([C@H]1CN(C2COC2)CCN1C1C=CC(NC2C(=O)N(C)C=C(C3C=CN=C(N4CCN5C6CCCCC=6C=C5C4=O)C=3CO)C=2)=NC=1)C.C([O:53][CH2:54][C:55]1[C:56]([N:79]2[CH2:91][CH2:90][N:82]3[C:83]4[CH2:84][CH2:85][CH2:86][CH2:87][C:88]=4[CH:89]=[C:81]3[C:80]2=[O:92])=[N:57][CH:58]=[CH:59][C:60]=1[C:61]1[CH:66]=[C:65]([NH:67][C:68]2[CH:76]=[C:71]3[CH2:72][O:73][CH2:74][CH2:75][N:70]3[N:69]=2)[C:64](=[O:77])[N:63]([CH3:78])[N:62]=1)(=O)C.[OH-].[Li+]. No catalyst specified. The product is [N:69]1[N:70]2[C:71]([CH2:72][O:73][CH2:74][CH2:75]2)=[CH:76][C:68]=1[NH:67][C:65]1[C:64](=[O:77])[N:63]([CH3:78])[N:62]=[C:61]([C:60]2[CH:59]=[CH:58][N:57]=[C:56]([N:79]3[CH2:91][CH2:90][N:82]4[C:83]5[CH2:84][CH2:85][CH2:86][CH2:87][C:88]=5[CH:89]=[C:81]4[C:80]3=[O:92])[C:55]=2[CH2:54][OH:53])[CH:66]=1. The yield is 0.650. (8) The reactants are Br[C:2]1[CH:11]=[CH:10][CH:9]=[C:8]2[C:3]=1[CH:4]=[CH:5][C:6]([S:12]([N:15]([CH2:22][C:23]1[CH:28]=[CH:27][C:26]([O:29][CH3:30])=[CH:25][CH:24]=1)[C:16]1[CH:21]=[CH:20][N:19]=[CH:18][N:17]=1)(=[O:14])=[O:13])=[CH:7]2.[B:31]1([B:31]2[O:35][C:34]([CH3:37])([CH3:36])[C:33]([CH3:39])([CH3:38])[O:32]2)[O:35][C:34]([CH3:37])([CH3:36])[C:33]([CH3:39])([CH3:38])[O:32]1.CC([O-])=O.[K+]. The catalyst is O1CCOCC1.C(OCC)(=O)C.C1C=CC(P([C]2[CH][CH][CH][CH]2)C2C=CC=CC=2)=CC=1.C1C=CC(P([C]2[CH][CH][CH][CH]2)C2C=CC=CC=2)=CC=1.Cl[Pd]Cl.[Fe].C(Cl)Cl. The product is [CH3:30][O:29][C:26]1[CH:27]=[CH:28][C:23]([CH2:22][N:15]([C:16]2[CH:21]=[CH:20][N:19]=[CH:18][N:17]=2)[S:12]([C:6]2[CH:5]=[CH:4][C:3]3[C:8](=[CH:9][CH:10]=[CH:11][C:2]=3[B:31]3[O:35][C:34]([CH3:37])([CH3:36])[C:33]([CH3:39])([CH3:38])[O:32]3)[CH:7]=2)(=[O:14])=[O:13])=[CH:24][CH:25]=1. The yield is 0.560. (9) The reactants are C1C=CC(P(C2C=CC3C(=CC=CC=3)C=2C2C3C(=CC=CC=3)C=CC=2P(C2C=CC=CC=2)C2C=CC=CC=2)C2C=CC=CC=2)=CC=1.[N+:47]([C:50]1[CH:55]=[CH:54][C:53](I)=[CH:52][CH:51]=1)([O-:49])=[O:48].Cl.[CH2:58]([O:65][C:66]1[CH:72]=[CH:71][C:69]([NH2:70])=[CH:68][CH:67]=1)[C:59]1[CH:64]=[CH:63][CH:62]=[CH:61][CH:60]=1.C([O-])([O-])=O.[Cs+].[Cs+]. The catalyst is CC([O-])=O.CC([O-])=O.[Pd+2].O.C1(C)C=CC=CC=1. The product is [CH2:58]([O:65][C:66]1[CH:67]=[CH:68][C:69]([NH:70][C:53]2[CH:54]=[CH:55][C:50]([N+:47]([O-:49])=[O:48])=[CH:51][CH:52]=2)=[CH:71][CH:72]=1)[C:59]1[CH:60]=[CH:61][CH:62]=[CH:63][CH:64]=1. The yield is 0.310.